Dataset: NCI-60 drug combinations with 297,098 pairs across 59 cell lines. Task: Regression. Given two drug SMILES strings and cell line genomic features, predict the synergy score measuring deviation from expected non-interaction effect. Drug 1: CCCS(=O)(=O)NC1=C(C(=C(C=C1)F)C(=O)C2=CNC3=C2C=C(C=N3)C4=CC=C(C=C4)Cl)F. Drug 2: C1=CN(C=N1)CC(O)(P(=O)(O)O)P(=O)(O)O. Cell line: SK-MEL-2. Synergy scores: CSS=3.15, Synergy_ZIP=1.98, Synergy_Bliss=5.83, Synergy_Loewe=1.81, Synergy_HSA=2.30.